Dataset: Reaction yield outcomes from USPTO patents with 853,638 reactions. Task: Predict the reaction yield, written as a fraction of the theoretical maximum amount of product (1.0 means a 100% yield; for example, 0.34 means a 34% yield). (1) The reactants are [NH2:1][C:2]1[N:7]=[C:6]([NH2:8])[C:5]([C:9]([C:11]2[CH:16]=[C:15]([O:17][CH3:18])[C:14]([O:19][CH3:20])=[CH:13][C:12]=2[CH:21]([CH3:29])[CH2:22][C:23]2[CH:28]=[CH:27][CH:26]=[CH:25][CH:24]=2)=O)=[CH:4][N:3]=1.[H-].[H-].[H-].[H-].[Li+].[Al+3].FC(F)(F)C(O)=O.C([SiH](CC)CC)C.C([O-])([O-])=O.[K+].[K+]. The catalyst is C1COCC1.C(Cl)Cl. The product is [CH3:20][O:19][C:14]1[C:15]([O:17][CH3:18])=[CH:16][C:11]([CH2:9][C:5]2[C:6]([NH2:8])=[N:7][C:2]([NH2:1])=[N:3][CH:4]=2)=[C:12]([CH:21]([CH3:29])[CH2:22][C:23]2[CH:24]=[CH:25][CH:26]=[CH:27][CH:28]=2)[CH:13]=1. The yield is 0.580. (2) The reactants are [CH:1]1([C:4]2[N:9]=[C:8]([CH2:10][N:11]3[C:19]4[CH:18]=[CH:17][C:16]([F:20])=[C:15]([C:21]([O:23]C)=[O:22])[C:14]=4[C:13]([CH3:25])=[N:12]3)[CH:7]=[CH:6][CH:5]=2)[CH2:3][CH2:2]1.[OH-].[Li+]. The catalyst is C1COCC1.Cl. The product is [CH:1]1([C:4]2[N:9]=[C:8]([CH2:10][N:11]3[C:19]4[CH:18]=[CH:17][C:16]([F:20])=[C:15]([C:21]([OH:23])=[O:22])[C:14]=4[C:13]([CH3:25])=[N:12]3)[CH:7]=[CH:6][CH:5]=2)[CH2:2][CH2:3]1. The yield is 0.690. (3) The reactants are Cl.[CH3:2][C:3]1([CH3:42])[C:7]([CH3:9])([CH3:8])[O:6][B:5]([C:10]2[CH:11]=[CH:12][C:13]3[CH:17]=[C:16]([C:18]4[CH:23]=[CH:22][C:21]([C:24]5[NH:28][C:27]([C@@H:29]6[CH2:33][CH2:32][CH2:31][N:30]6C(OC(C)(C)C)=O)=[N:26][CH:25]=5)=[CH:20][CH:19]=4)[S:15][C:14]=3[CH:41]=2)[O:4]1.CN1CCOCC1.CCOC(C(C#N)=NOC(N1CCOCC1)=[N+](C)C)=O.F[P-](F)(F)(F)(F)F.[CH3:77][O:78][C:79]([NH:81][C@H:82]([C:86]1[CH:91]=[CH:90][CH:89]=[CH:88][CH:87]=1)[C:83](O)=[O:84])=[O:80]. The yield is 0.690. The catalyst is O1CCOCC1.ClCCl.C(OCC)(=O)C. The product is [O:84]=[C:83]([N:30]1[CH2:31][CH2:32][CH2:33][C@H:29]1[C:27]1[NH:28][C:24]([C:21]2[CH:20]=[CH:19][C:18]([C:16]3[S:15][C:14]4[CH:41]=[C:10]([B:5]5[O:6][C:7]([CH3:9])([CH3:8])[C:3]([CH3:42])([CH3:2])[O:4]5)[CH:11]=[CH:12][C:13]=4[CH:17]=3)=[CH:23][CH:22]=2)=[CH:25][N:26]=1)[C@H:82]([NH:81][C:79](=[O:80])[O:78][CH3:77])[C:86]1[CH:91]=[CH:90][CH:89]=[CH:88][CH:87]=1. (4) The reactants are [F:1][C:2]1[C:3]([CH3:27])=[C:4]([C:8]2[CH:17]=[C:16]3[C:11]([CH:12]=[C:13]([NH:18]C(=O)OC(C)(C)C)[N:14]=[CH:15]3)=[C:10]([CH3:26])[N:9]=2)[CH:5]=[N:6][CH:7]=1.FC(F)(F)C(O)=O. The catalyst is ClCCCl. The product is [F:1][C:2]1[C:3]([CH3:27])=[C:4]([C:8]2[CH:17]=[C:16]3[C:11]([CH:12]=[C:13]([NH2:18])[N:14]=[CH:15]3)=[C:10]([CH3:26])[N:9]=2)[CH:5]=[N:6][CH:7]=1. The yield is 0.990. (5) The reactants are [NH2:1][C:2]1[N:7]=[C:6]([SH:8])[C:5]([C:9]#[N:10])=[C:4]([S:11][CH3:12])[N:3]=1.Cl[CH2:14][C:15]([NH:17][C:18]1[CH:23]=[CH:22][CH:21]=[C:20]([C:24]([F:27])([F:26])[F:25])[CH:19]=1)=[O:16].C(=O)([O-])[O-].[K+].[K+]. The catalyst is CC(C)=O. The product is [NH2:1][C:2]1[N:7]=[C:6]([S:8][CH2:14][C:15]([NH:17][C:18]2[CH:23]=[CH:22][CH:21]=[C:20]([C:24]([F:27])([F:26])[F:25])[CH:19]=2)=[O:16])[C:5]([C:9]#[N:10])=[C:4]([S:11][CH3:12])[N:3]=1. The yield is 0.800.